Dataset: Catalyst prediction with 721,799 reactions and 888 catalyst types from USPTO. Task: Predict which catalyst facilitates the given reaction. (1) Reactant: CN(C(ON1N=NC2C=CC=NC1=2)=[N+](C)C)C.F[P-](F)(F)(F)(F)F.CCN(C(C)C)C(C)C.[OH:34][C@H:35]([C:56]1[CH:61]=[CH:60][C:59]([O:62][CH3:63])=[CH:58][CH:57]=1)[C@H:36]([NH:40][C:41](=[O:55])[C@@H:42]([NH:45][C:46](=[O:54])[CH2:47][N:48]1[CH2:53][CH2:52][O:51][CH2:50][CH2:49]1)[CH2:43][OH:44])[C:37](O)=[O:38].[NH2:64][C@@H:65]([CH2:72][C:73]1[CH2:78][CH2:77][CH2:76][CH2:75][CH:74]=1)[C:66]([C@@:68]1([CH3:71])[CH2:70][O:69]1)=[O:67]. Product: [C:73]1([CH2:72][C@H:65]([NH:64][C:37](=[O:38])[C@@H:36]([NH:40][C:41](=[O:55])[C@@H:42]([NH:45][C:46](=[O:54])[CH2:47][N:48]2[CH2:49][CH2:50][O:51][CH2:52][CH2:53]2)[CH2:43][OH:44])[C@H:35]([OH:34])[C:56]2[CH:61]=[CH:60][C:59]([O:62][CH3:63])=[CH:58][CH:57]=2)[C:66]([C@@:68]2([CH3:71])[CH2:70][O:69]2)=[O:67])[CH2:78][CH2:77][CH2:76][CH2:75][CH:74]=1. The catalyst class is: 3. (2) Reactant: [CH2:1]([N:5]1[C:13]2[C:8](=[C:9]([O:15][C:16]([F:19])([F:18])[F:17])[CH:10]=[CH:11][C:12]=2[F:14])[C:7]([C:20](O)=[O:21])=[CH:6]1)[CH2:2][CH2:3][CH3:4].CCN(CC)CC.Cl.[F:31][C:32]([F:51])([F:50])[C:33]([NH:35][CH2:36][C:37]1[CH:42]=[CH:41][C:40]([F:43])=[C:39]([CH:44]2[CH2:49][CH2:48][NH:47][CH2:46][CH2:45]2)[CH:38]=1)=[O:34].CCN=C=NCCCN(C)C. Product: [CH2:1]([N:5]1[C:13]2[C:8](=[C:9]([O:15][C:16]([F:18])([F:19])[F:17])[CH:10]=[CH:11][C:12]=2[F:14])[C:7]([C:20]([N:47]2[CH2:48][CH2:49][CH:44]([C:39]3[CH:38]=[C:37]([CH:42]=[CH:41][C:40]=3[F:43])[CH2:36][NH:35][C:33](=[O:34])[C:32]([F:51])([F:50])[F:31])[CH2:45][CH2:46]2)=[O:21])=[CH:6]1)[CH2:2][CH2:3][CH3:4]. The catalyst class is: 2. (3) Product: [CH2:9]([N:12]1[CH:16]=[C:15]([CH:19]=[O:20])[CH:14]=[C:13]1[C:17]#[N:18])[CH:10]=[CH2:11]. The catalyst class is: 2. Reactant: [Al+3].[Cl-].[Cl-].[Cl-].[N+](C)([O-])=O.[CH2:9]([N:12]1[CH:16]=[CH:15][CH:14]=[C:13]1[C:17]#[N:18])[CH:10]=[CH2:11].[CH3:19][O:20]C(Cl)Cl. (4) Reactant: [C:1]([C@@H:3]1[C@@H:7]([CH2:8][O:9][C:10]([C:23]2[CH:28]=[CH:27][CH:26]=[CH:25][CH:24]=2)([C:17]2[CH:22]=[CH:21][CH:20]=[CH:19][CH:18]=2)[C:11]2[CH:16]=[CH:15][CH:14]=[CH:13][CH:12]=2)[O:6][C@@H:5]([N:29]2[CH:36]=[CH:35][C:33](=[O:34])[NH:32][C:30]2=[O:31])[CH2:4]1)#N.[C@@H]1(N2C=C(C)C(=O)NC2=O)O[C@H](CO)[C@@H]([OH:40])C1.CC(C[AlH]CC(C)C)C. Product: [C:10]([O:9][CH2:8][C@H:7]1[O:6][C@@H:5]([N:29]2[CH:36]=[CH:35][C:33](=[O:34])[NH:32][C:30]2=[O:31])[CH2:4][C@@H:3]1[CH:1]=[O:40])([C:11]1[CH:12]=[CH:13][CH:14]=[CH:15][CH:16]=1)([C:23]1[CH:28]=[CH:27][CH:26]=[CH:25][CH:24]=1)[C:17]1[CH:22]=[CH:21][CH:20]=[CH:19][CH:18]=1. The catalyst class is: 182. (5) Reactant: [Cl:1][C:2]1[CH:3]=[C:4]([CH:6]=[C:7]([F:9])[CH:8]=1)[NH2:5].C1C(=O)N([Br:17])C(=O)C1.OS([O-])=O.[Na+]. Product: [Br:17][C:8]1[C:7]([F:9])=[CH:6][C:4]([NH2:5])=[CH:3][C:2]=1[Cl:1]. The catalyst class is: 10.